Regression. Given a peptide amino acid sequence and an MHC pseudo amino acid sequence, predict their binding affinity value. This is MHC class II binding data. From a dataset of Peptide-MHC class II binding affinity with 134,281 pairs from IEDB. (1) The binding affinity (normalized) is 0.507. The peptide sequence is TIAATSFAAAGLAAL. The MHC is HLA-DPA10103-DPB10401 with pseudo-sequence HLA-DPA10103-DPB10401. (2) The peptide sequence is TPEAKFDSFVASLTE. The MHC is HLA-DPA10201-DPB10501 with pseudo-sequence HLA-DPA10201-DPB10501. The binding affinity (normalized) is 0.363.